This data is from Reaction yield outcomes from USPTO patents with 853,638 reactions. The task is: Predict the reaction yield, written as a fraction of the theoretical maximum amount of product (1.0 means a 100% yield; for example, 0.34 means a 34% yield). (1) The reactants are C[O:2][C:3](=[O:18])[CH2:4][NH:5][C:6]([C:8]1[N:9]([CH3:17])[C:10]2[C:15]([CH:16]=1)=[CH:14][CH:13]=[CH:12][CH:11]=2)=[O:7].[OH-].[Li+].Cl. The catalyst is O1CCOCC1. The product is [CH3:17][N:9]1[C:10]2[C:15](=[CH:14][CH:13]=[CH:12][CH:11]=2)[CH:16]=[C:8]1[C:6]([NH:5][CH2:4][C:3]([OH:18])=[O:2])=[O:7]. The yield is 0.930. (2) The reactants are C[O:2][C:3](=[O:24])[C:4]1[C:5](=[C:10]([O:14][CH2:15][C:16]2[CH:21]=[C:20]([Cl:22])[CH:19]=[C:18]([Cl:23])[CH:17]=2)[CH:11]=[CH:12][CH:13]=1)[C:6]([O:8]C)=[O:7]. The catalyst is [OH-].[Na+]. The product is [Cl:22][C:20]1[CH:21]=[C:16]([CH:17]=[C:18]([Cl:23])[CH:19]=1)[CH2:15][O:14][C:10]1[CH:11]=[CH:12][CH:13]=[C:4]([C:3]([OH:24])=[O:2])[C:5]=1[C:6]([OH:8])=[O:7]. The yield is 0.880. (3) The reactants are [OH:1][C:2]1[CH:7]=[CH:6][CH:5]=[CH:4][N:3]=1.CC[N:10]([CH2:13]C)CC.[O:15]=[S:16](Cl)Cl.[CH2:19]1[CH2:23][O:22][CH2:21][CH2:20]1. No catalyst specified. The product is [S:16]([O:22][C:23]1[CH:19]=[CH:20][CH:21]=[CH:13][N:10]=1)([O:1][C:2]1[CH:7]=[CH:6][CH:5]=[CH:4][N:3]=1)=[O:15]. The yield is 0.910. (4) The yield is 0.840. The product is [Br:17][C:15]1[CH:14]=[N:13][C:12]2[NH:18][C:3](=[O:2])[C@H:5]3[N:6]([CH2:7][CH2:8][CH2:9]3)[CH2:10][C:11]=2[CH:16]=1. The catalyst is CS(C)=O.O. The reactants are C[O:2][C:3]([C@@H:5]1[CH2:9][CH2:8][CH2:7][N:6]1[CH2:10][C:11]1[C:12]([NH2:18])=[N:13][CH:14]=[C:15]([Br:17])[CH:16]=1)=O.[H-].[Na+]. (5) The reactants are C(O[C:5](=[O:7])[CH3:6])(=O)C.[NH2:8][CH2:9][CH2:10][N:11]1[C:15]([C:16]2[CH:21]=[CH:20][N:19]=[C:18]([NH:22][C:23]3[CH:28]=[CH:27][CH:26]=[C:25]([Cl:29])[CH:24]=3)[N:17]=2)=[CH:14][N:13]=[CH:12]1.N. The catalyst is N1C=CC=CC=1.CCOC(C)=O. The product is [Cl:29][C:25]1[CH:24]=[C:23]([CH:28]=[CH:27][CH:26]=1)[NH:22][C:18]1[N:17]=[C:16]([C:15]2[N:11]([CH2:10][CH2:9][NH:8][C:5](=[O:7])[CH3:6])[CH:12]=[N:13][CH:14]=2)[CH:21]=[CH:20][N:19]=1. The yield is 0.390. (6) The reactants are [N+:1]([C:4]1[CH:13]=[CH:12][C:7]2[NH:8][C:9](=[O:11])[NH:10][C:6]=2[CH:5]=1)([O-])=O. The catalyst is C(O)C.[Pd]. The product is [NH2:1][C:4]1[CH:13]=[CH:12][C:7]2[NH:8][C:9](=[O:11])[NH:10][C:6]=2[CH:5]=1. The yield is 0.780. (7) The reactants are [Cl:1][C:2]([F:11])([F:10])[C:3](=O)/[CH:4]=[CH:5]/OCC.C[N:13](C)[CH:14]=[CH:15][C:16]#[N:17].C([O-])(=O)C.[NH4+].O. The catalyst is C1(C)C=CC=CC=1. The product is [Cl:1][C:2]([F:10])([F:11])[C:3]1[CH:4]=[CH:5][C:15]([C:16]#[N:17])=[CH:14][N:13]=1. The yield is 0.410. (8) The reactants are [NH2:1][C:2]1[C:11]2[C:6](=[CH:7][CH:8]=[CH:9][CH:10]=2)[C:5]([O:12][CH:13]2[CH2:18][CH2:17][N:16]([C:19]([C:21]3([CH3:24])[CH2:23][CH2:22]3)=[O:20])[CH2:15][CH2:14]2)=[N:4][CH:3]=1.C1COCC1.ClC(Cl)(Cl)C[O:33][C:34](=O)[NH:35][C:36]1[N:37]([C:45]2[CH:50]=[CH:49][C:48]([CH3:51])=[CH:47][CH:46]=2)[N:38]=[C:39]([C:41]2([CH3:44])[CH2:43][CH2:42]2)[CH:40]=1. No catalyst specified. The product is [CH3:24][C:21]1([C:19]([N:16]2[CH2:17][CH2:18][CH:13]([O:12][C:5]3[C:6]4[C:11](=[CH:10][CH:9]=[CH:8][CH:7]=4)[C:2]([NH:1][C:34]([NH:35][C:36]4[N:37]([C:45]5[CH:46]=[CH:47][C:48]([CH3:51])=[CH:49][CH:50]=5)[N:38]=[C:39]([C:41]5([CH3:44])[CH2:42][CH2:43]5)[CH:40]=4)=[O:33])=[CH:3][N:4]=3)[CH2:14][CH2:15]2)=[O:20])[CH2:23][CH2:22]1. The yield is 0.680. (9) The reactants are [F:1][C:2]1[C:18]([N+:19]([O-])=O)=[CH:17][CH:16]=[CH:15][C:3]=1[C:4]([N:6]1[CH2:10][CH2:9][CH2:8][C@H:7]1[C:11]([O:13][CH3:14])=[O:12])=[O:5]. The catalyst is CO.[Pd]. The product is [NH2:19][C:18]1[C:2]([F:1])=[C:3]([CH:15]=[CH:16][CH:17]=1)[C:4]([N:6]1[CH2:10][CH2:9][CH2:8][C@H:7]1[C:11]([O:13][CH3:14])=[O:12])=[O:5]. The yield is 1.00. (10) The reactants are Cl[C:2]1[N:7]=[CH:6][NH:5][C:4]2=[N:8][CH:9]=[CH:10][C:3]=12.O(C(C)(C)C)[K].C1COCC1.[C:22]1([CH2:28][SH:29])[CH:27]=[CH:26][CH:25]=[CH:24][CH:23]=1. The catalyst is C(O)(C)C. The product is [CH2:28]([S:29][C:2]1[C:3]2[CH:10]=[CH:9][NH:8][C:4]=2[N:5]=[CH:6][N:7]=1)[C:22]1[CH:27]=[CH:26][CH:25]=[CH:24][CH:23]=1. The yield is 0.790.